Dataset: Forward reaction prediction with 1.9M reactions from USPTO patents (1976-2016). Task: Predict the product of the given reaction. (1) Given the reactants [CH2:1]([O:3][C:4]1[CH:9]=[CH:8][CH:7]=[CH:6][C:5]=1[C:10]1[NH:15][C:14](=[O:16])[C:13]2=[C:17]([CH3:27])[N:18]=[C:19]([CH2:20][CH2:21][CH2:22][CH2:23][CH2:24][CH2:25][CH3:26])[N:12]2[N:11]=1)[CH3:2].[S:28](Cl)([Cl:31])(=[O:30])=[O:29], predict the reaction product. The product is: [CH2:1]([O:3][C:4]1[CH:9]=[CH:8][C:7]([S:28]([Cl:31])(=[O:30])=[O:29])=[CH:6][C:5]=1[C:10]1[NH:15][C:14](=[O:16])[C:13]2=[C:17]([CH3:27])[N:18]=[C:19]([CH2:20][CH2:21][CH2:22][CH2:23][CH2:24][CH2:25][CH3:26])[N:12]2[N:11]=1)[CH3:2]. (2) Given the reactants C(OC(=O)[NH:7][C:8]1[CH:13]=[C:12]([F:14])[CH:11]=[CH:10][C:9]=1[NH:15][C:16](=[O:25])/[CH:17]=[CH:18]/[C:19]1[CH:20]=[N:21][N:22]([CH3:24])[CH:23]=1)(C)(C)C.Cl, predict the reaction product. The product is: [NH2:7][C:8]1[CH:13]=[C:12]([F:14])[CH:11]=[CH:10][C:9]=1[NH:15][C:16](=[O:25])/[CH:17]=[CH:18]/[C:19]1[CH:20]=[N:21][N:22]([CH3:24])[CH:23]=1.